This data is from Catalyst prediction with 721,799 reactions and 888 catalyst types from USPTO. The task is: Predict which catalyst facilitates the given reaction. (1) Reactant: [OH:1][N:2]=[C:3]1[CH2:10][CH:9]2[N:11](C(OC(C)(C)C)=O)[CH:5]([CH2:6][O:7][CH2:8]2)[CH2:4]1.[Li][CH2:20]CCC.CN(C=O)C.Cl. Product: [CH:9]12[NH:11][CH:5]([CH2:6][O:7][CH2:8]1)[CH2:4][C:3]1[C:10]2=[CH:20][O:1][N:2]=1. The catalyst class is: 1. (2) Reactant: C([O:3][C:4](=[O:23])/[CH:5]=[CH:6]/[C:7]([N:9]1[C:14]2[CH:15]=[CH:16][C:17]([Cl:19])=[CH:18][C:13]=2[O:12][CH:11]([CH:20]([CH3:22])[CH3:21])[CH2:10]1)=[O:8])C.[OH-].[Na+].Cl. Product: [Cl:19][C:17]1[CH:16]=[CH:15][C:14]2[N:9]([C:7](=[O:8])/[CH:6]=[CH:5]/[C:4]([OH:23])=[O:3])[CH2:10][CH:11]([CH:20]([CH3:22])[CH3:21])[O:12][C:13]=2[CH:18]=1. The catalyst class is: 107. (3) Reactant: [C:1]1([Mg]Br)[CH:6]=[CH:5][CH:4]=[CH:3][CH:2]=1.CCOCC.[C:14]1(=O)[CH2:18][CH2:17][CH2:16][CH2:15]1.Cl. Product: [C:14]1([C:1]2[CH:6]=[CH:5][CH:4]=[CH:3][CH:2]=2)[CH2:18][CH2:17][CH2:16][CH:15]=1. The catalyst class is: 1. (4) Reactant: P(Br)(Br)[Br:2].[C:5]([S:9][C:10]1[CH:15]=[CH:14][C:13]([C:16]2[CH:21]=[CH:20][C:19]([CH2:22]O)=[CH:18][CH:17]=2)=[CH:12][CH:11]=1)([CH3:8])([CH3:7])[CH3:6].CO. Product: [C:5]([S:9][C:10]1[CH:15]=[CH:14][C:13]([C:16]2[CH:21]=[CH:20][C:19]([CH2:22][Br:2])=[CH:18][CH:17]=2)=[CH:12][CH:11]=1)([CH3:8])([CH3:7])[CH3:6]. The catalyst class is: 22. (5) Product: [C:14]([N:9]1[C:10]2[C:5](=[CH:4][CH:3]=[C:2]([F:1])[CH:11]=2)[CH:6]([O:13][C:23](=[O:18])[CH3:24])[CH2:7][CH:8]1[CH3:12])(=[O:16])[CH3:15]. The catalyst class is: 4. Reactant: [F:1][C:2]1[CH:11]=[C:10]2[C:5]([CH:6]([OH:13])[CH2:7][CH:8]([CH3:12])[NH:9]2)=[CH:4][CH:3]=1.[C:14](Cl)(=[O:16])[CH3:15].[OH2:18].N1[CH:24]=[CH:23]C=CC=1. (6) Reactant: [C:1]([O:5][C:6]([N:8]1[CH2:13][CH2:12][N:11]([C:14]2[C:15]3[CH:25]=[C:24]([CH2:26][CH3:27])[S:23][C:16]=3[N:17]=[C:18]([C:20](=O)[NH2:21])[N:19]=2)[CH2:10][CH2:9]1)=[O:7])([CH3:4])([CH3:3])[CH3:2].C(N(C(C)C)CC)(C)C.FC(F)(F)C(OC(=O)C(F)(F)F)=O.C(OCC)(=O)C.CCCCCC. Product: [C:1]([O:5][C:6]([N:8]1[CH2:9][CH2:10][N:11]([C:14]2[C:15]3[CH:25]=[C:24]([CH2:26][CH3:27])[S:23][C:16]=3[N:17]=[C:18]([C:20]#[N:21])[N:19]=2)[CH2:12][CH2:13]1)=[O:7])([CH3:4])([CH3:3])[CH3:2]. The catalyst class is: 2.